From a dataset of Full USPTO retrosynthesis dataset with 1.9M reactions from patents (1976-2016). Predict the reactants needed to synthesize the given product. (1) Given the product [CH3:37][NH:36][C:35]([C:4]1[CH:3]=[C:2]([C:46]2[CH:45]=[N:44][N:43]([CH2:39][CH:40]([CH3:42])[CH3:41])[CH:47]=2)[CH:7]=[CH:6][C:5]=1[NH:8][C:9]1[C:14]([C:15]([F:16])([F:18])[F:17])=[CH:13][N:12]=[C:11]([NH:19][C:20]2[CH:21]=[CH:22][C:23]([CH2:24][P:25](=[O:32])([O:26][CH2:27][CH3:28])[O:29][CH2:30][CH3:31])=[CH:33][CH:34]=2)[N:10]=1)=[O:38], predict the reactants needed to synthesize it. The reactants are: Br[C:2]1[CH:7]=[CH:6][C:5]([NH:8][C:9]2[C:14]([C:15]([F:18])([F:17])[F:16])=[CH:13][N:12]=[C:11]([NH:19][C:20]3[CH:34]=[CH:33][C:23]([CH2:24][P:25](=[O:32])([O:29][CH2:30][CH3:31])[O:26][CH2:27][CH3:28])=[CH:22][CH:21]=3)[N:10]=2)=[C:4]([C:35](=[O:38])[NH:36][CH3:37])[CH:3]=1.[CH2:39]([N:43]1[CH:47]=[C:46](B2OC(C)(C)C(C)(C)O2)[CH:45]=[N:44]1)[CH:40]([CH3:42])[CH3:41]. (2) Given the product [NH2:24][C:21]1[CH:22]=[CH:23][C:18]([NH:17][C:15](=[O:16])[CH2:14][C:12]2[CH:11]=[CH:10][CH:9]=[C:8]([N:3]3[C:4]([CH3:7])=[CH:5][CH:6]=[C:2]3[CH3:1])[N:13]=2)=[CH:19][CH:20]=1, predict the reactants needed to synthesize it. The reactants are: [CH3:1][C:2]1[N:3]([C:8]2[N:13]=[C:12]([CH2:14][C:15]([NH:17][C:18]3[CH:23]=[CH:22][C:21]([N+:24]([O-])=O)=[CH:20][CH:19]=3)=[O:16])[CH:11]=[CH:10][CH:9]=2)[C:4]([CH3:7])=[CH:5][CH:6]=1.[H][H]. (3) Given the product [Br:32][CH2:31][CH2:30][CH:25]([O:15][C:10]1[CH:11]=[CH:12][CH:13]=[CH:14][C:9]=1[O:8][CH2:7][C:6]1[CH:5]=[CH:4][C:3]([O:2][CH3:1])=[CH:17][CH:16]=1)[C:26]([O:28][CH3:29])=[O:27], predict the reactants needed to synthesize it. The reactants are: [CH3:1][O:2][C:3]1[CH:17]=[CH:16][C:6]([CH2:7][O:8][C:9]2[CH:14]=[CH:13][CH:12]=[CH:11][C:10]=2[OH:15])=[CH:5][CH:4]=1.C([O-])([O-])=O.[K+].[K+].Br[CH:25]([CH2:30][CH2:31][Br:32])[C:26]([O:28][CH3:29])=[O:27]. (4) Given the product [F:33][CH:31]([F:32])[C:22]1[C:23]2[C:28](=[CH:27][C:26]([F:29])=[C:25]([F:30])[CH:24]=2)[N:20]([S:17]([C:15]2[CH:14]=[CH:13][C:12]([O:34][CH3:35])=[C:11]([N:8]3[CH2:7][CH2:6][NH:5][CH2:10][CH2:9]3)[CH:16]=2)(=[O:18])=[O:19])[CH:21]=1, predict the reactants needed to synthesize it. The reactants are: ClC(Cl)(Cl)C([N:5]1[CH2:10][CH2:9][N:8]([C:11]2[CH:16]=[C:15]([S:17]([N:20]3[C:28]4[C:23](=[CH:24][C:25]([F:30])=[C:26]([F:29])[CH:27]=4)[C:22]([CH:31]([F:33])[F:32])=[CH:21]3)(=[O:19])=[O:18])[CH:14]=[CH:13][C:12]=2[O:34][CH3:35])[CH2:7][CH2:6]1)=O.[OH-].[K+].